This data is from Full USPTO retrosynthesis dataset with 1.9M reactions from patents (1976-2016). The task is: Predict the reactants needed to synthesize the given product. Given the product [CH3:1][O:2][CH2:3][C@@:4]1([C:28]2[CH:33]=[CH:32][CH:31]=[CH:30][CH:29]=2)[O:9][C:8](=[O:10])[N:7]([C@H:11]([C:13]2[CH:18]=[CH:17][C:16]([C:35]3[CH:36]=[CH:37][C:38](=[O:42])[N:39]([CH3:41])[CH:40]=3)=[CH:15][CH:14]=2)[CH3:12])[CH2:6][CH2:5]1, predict the reactants needed to synthesize it. The reactants are: [CH3:1][O:2][CH2:3][C@@:4]1([C:28]2[CH:33]=[CH:32][CH:31]=[CH:30][CH:29]=2)[O:9][C:8](=[O:10])[N:7]([C@H:11]([C:13]2[CH:18]=[CH:17][C:16](B3OC(C)(C)C(C)(C)O3)=[CH:15][CH:14]=2)[CH3:12])[CH2:6][CH2:5]1.Br[C:35]1[CH:36]=[CH:37][C:38](=[O:42])[N:39]([CH3:41])[CH:40]=1.